Dataset: Forward reaction prediction with 1.9M reactions from USPTO patents (1976-2016). Task: Predict the product of the given reaction. Given the reactants [C:1]([O:5][C:6]([NH:8][C@H:9]([C:18]([OH:20])=O)[CH2:10][C:11]1[CH:16]=[CH:15][C:14]([OH:17])=[CH:13][CH:12]=1)=[O:7])([CH3:4])([CH3:3])[CH3:2].Cl.CN.O.O[N:26]1[C:30]2C=CC=CC=2N=N1.C1C=CC2N(O)N=NC=2C=1.CN1CCOCC1.Cl.C(N=C=NCCCN(C)C)C, predict the reaction product. The product is: [CH3:30][NH:26][C:18](=[O:20])[C@H:9]([CH2:10][C:11]1[CH:16]=[CH:15][C:14]([OH:17])=[CH:13][CH:12]=1)[NH:8][C:6]([O:5][C:1]([CH3:4])([CH3:3])[CH3:2])=[O:7].